The task is: Predict the reactants needed to synthesize the given product.. This data is from Full USPTO retrosynthesis dataset with 1.9M reactions from patents (1976-2016). (1) Given the product [C:1]1([CH:7]([C:9]2[CH:10]=[CH:11][CH:12]=[CH:13][CH:14]=2)[CH2:8][Si:24]([CH2:27][CH3:28])([CH2:25][CH3:26])[CH2:23][CH3:22])[CH:6]=[CH:5][CH:4]=[CH:3][CH:2]=1.[C:22]1([C:21]([C:15]2[CH:16]=[CH:17][CH:18]=[CH:19][CH:20]=2)=[CH2:26])[CH:23]=[CH:29][CH:30]=[CH:32][CH:31]=1, predict the reactants needed to synthesize it. The reactants are: [C:1]1([C:7]([C:9]2[CH:14]=[CH:13][CH:12]=[CH:11][CH:10]=2)=[CH2:8])[CH:6]=[CH:5][CH:4]=[CH:3][CH:2]=1.[CH:15]1([C:21]2[CH:26]=[CH:25][Si:24]([CH2:27][CH3:28])=[C:23]([CH2:29][CH3:30])[C:22]=2[CH2:31][CH3:32])[CH:20]=[CH:19][CH2:18][CH:17]=[CH:16]1. (2) Given the product [O:31]([C:38]1[CH:39]=[C:40]([C:7]2[CH2:14][CH:13]3[CH2:15][CH:9]([CH2:10][N:11]([C:16]([O:18][CH2:19][CH3:20])=[O:17])[CH2:12]3)[CH:8]=2)[CH:41]=[N:42][CH:43]=1)[C:32]1[CH:33]=[CH:34][CH:35]=[CH:36][CH:37]=1, predict the reactants needed to synthesize it. The reactants are: FC(F)(F)S(O[C:7]1[CH2:14][CH:13]2[CH2:15][CH:9]([CH2:10][N:11]([C:16]([O:18][CH2:19][CH3:20])=[O:17])[CH2:12]2)[CH:8]=1)(=O)=O.C(=O)([O-])[O-].[Na+].[Na+].[Cl-].[Li+].[O:31]([C:38]1[CH:39]=[C:40](B(O)O)[CH:41]=[N:42][CH:43]=1)[C:32]1[CH:37]=[CH:36][CH:35]=[CH:34][CH:33]=1. (3) Given the product [Cl:2][C:3]1[CH:4]=[C:5]2[C:9](=[CH:10][CH:11]=1)[NH:8][CH:7]=[C:6]2[CH2:12][CH2:13][NH:14][C:61]([CH:58]1[CH2:59][CH2:60][N:56]([C:53]2[CH:54]=[CH:55][C:50]([C:48]#[N:49])=[CH:51][CH:52]=2)[C:57]1=[O:64])=[O:62], predict the reactants needed to synthesize it. The reactants are: Cl.[Cl:2][C:3]1[CH:4]=[C:5]2[C:9](=[CH:10][CH:11]=1)[NH:8][CH:7]=[C:6]2[CH2:12][CH2:13][NH2:14].C1CN([P+](ON2N=NC3C=CC=CC2=3)(N2CCCC2)N2CCCC2)CC1.F[P-](F)(F)(F)(F)F.[C:48]([C:50]1[CH:55]=[CH:54][C:53]([N:56]2[CH2:60][CH2:59][CH:58]([C:61](O)=[O:62])[C:57]2=[O:64])=[CH:52][CH:51]=1)#[N:49].